This data is from Forward reaction prediction with 1.9M reactions from USPTO patents (1976-2016). The task is: Predict the product of the given reaction. (1) Given the reactants [NH2:1][C:2]1[S:3][C:4]2[CH:10]=[C:9]([C:11]#[N:12])[CH:8]=[C:7]([C:13]3[CH:18]=[CH:17][CH:16]=[C:15]([N+:19]([O-:21])=[O:20])[CH:14]=3)[C:5]=2[N:6]=1.[CH3:22][C:23]([O:26][C:27](O[C:27]([O:26][C:23]([CH3:25])([CH3:24])[CH3:22])=[O:28])=[O:28])([CH3:25])[CH3:24], predict the reaction product. The product is: [C:23]([O:26][C:27](=[O:28])[NH:1][C:2]1[S:3][C:4]2[CH:10]=[C:9]([C:11]#[N:12])[CH:8]=[C:7]([C:13]3[CH:18]=[CH:17][CH:16]=[C:15]([N+:19]([O-:21])=[O:20])[CH:14]=3)[C:5]=2[N:6]=1)([CH3:25])([CH3:24])[CH3:22]. (2) Given the reactants [CH2:1]([O:8][C:9]1([C:22]([O:24]C)=[O:23])[CH2:14][CH2:13][N:12]([C:15]([O:17][C:18]([CH3:21])([CH3:20])[CH3:19])=[O:16])[CH2:11][CH2:10]1)[C:2]1[CH:7]=[CH:6][CH:5]=[CH:4][CH:3]=1.O.[OH-].[Li+].OS([O-])(=O)=O.[Na+], predict the reaction product. The product is: [C:18]([O:17][C:15]([N:12]1[CH2:11][CH2:10][C:9]([O:8][CH2:1][C:2]2[CH:7]=[CH:6][CH:5]=[CH:4][CH:3]=2)([C:22]([OH:24])=[O:23])[CH2:14][CH2:13]1)=[O:16])([CH3:21])([CH3:19])[CH3:20]. (3) The product is: [CH2:1]([N:8]1[C:14](=[O:15])[CH:13]([CH2:16][C:17]([OH:19])=[O:18])[CH2:12][C:11]2[CH:20]=[CH:21][C:22]([O:24][CH2:25][CH2:26][CH2:27][NH:28][C:36]3[CH:41]=[CH:40][CH:39]=[CH:38][N:37]=3)=[CH:23][C:10]=2[CH2:9]1)[C:2]1[CH:7]=[CH:6][CH:5]=[CH:4][CH:3]=1. Given the reactants [CH2:1]([N:8]1[C:14](=[O:15])[CH:13]([CH2:16][C:17]([OH:19])=[O:18])[CH2:12][C:11]2[CH:20]=[CH:21][C:22]([O:24][CH2:25][CH2:26][CH2:27][N:28]([C:36]3[CH:41]=[CH:40][CH:39]=[CH:38][N:37]=3)C(OC(C)(C)C)=O)=[CH:23][C:10]=2[CH2:9]1)[C:2]1[CH:7]=[CH:6][CH:5]=[CH:4][CH:3]=1.O=C1C(CC(O)=O)CC2C=CC(OCCCN(C3C=CC=CN=3)C(OC(C)(C)C)=O)=CC=2CN1CC1C=CC(C(F)(F)F)=CC=1.C(C(O)=O)(F)(F)F, predict the reaction product. (4) Given the reactants B.C(N(CC)C1C=CC=CC=1)C.[C:13]([O:17][C:18]([N:20]1[CH2:25][CH2:24][CH2:23][C@H:22]([C:26](=[O:28])[CH3:27])[CH2:21]1)=[O:19])([CH3:16])([CH3:15])[CH3:14], predict the reaction product. The product is: [C:13]([O:17][C:18]([N:20]1[CH2:25][CH2:24][CH2:23][CH:22]([CH:26]([OH:28])[CH3:27])[CH2:21]1)=[O:19])([CH3:16])([CH3:15])[CH3:14]. (5) Given the reactants [S:1]1[CH:5]=[CH:4][CH:3]=[C:2]1[C:6]([OH:8])=O.[F:9][C:10]([F:37])([F:36])[C:11]([CH2:31][NH:32][CH2:33][CH2:34][CH3:35])([OH:30])[CH2:12][NH:13][C:14]1[CH:22]=[C:21]([CH3:23])[CH:20]=[C:19]2[C:15]=1[CH:16]=[N:17][N:18]2[C:24]1[CH:29]=[CH:28][CH:27]=[CH:26][CH:25]=1, predict the reaction product. The product is: [CH2:33]([N:32]([CH2:31][C:11]([OH:30])([CH2:12][NH:13][C:14]1[CH:22]=[C:21]([CH3:23])[CH:20]=[C:19]2[C:15]=1[CH:16]=[N:17][N:18]2[C:24]1[CH:29]=[CH:28][CH:27]=[CH:26][CH:25]=1)[C:10]([F:37])([F:36])[F:9])[C:6]([C:2]1[S:1][CH:5]=[CH:4][CH:3]=1)=[O:8])[CH2:34][CH3:35]. (6) Given the reactants [CH3:1][C:2]1[CH:7]=[CH:6][C:5]2[O:8][CH2:9][C:10]([CH2:12][O:13][C:4]=2[CH:3]=1)=[O:11].[CH3:14][O:15][C:16]1[CH:17]=[C:18]([CH:21]=[C:22]([O:26][CH3:27])[C:23]=1[O:24][CH3:25])[CH:19]=O, predict the reaction product. The product is: [CH3:1][C:2]1[CH:7]=[CH:6][C:5]2[O:8]/[C:9](=[CH:19]\[C:18]3[CH:21]=[C:22]([O:26][CH3:27])[C:23]([O:24][CH3:25])=[C:16]([O:15][CH3:14])[CH:17]=3)/[C:10](=[O:11])/[C:12](=[CH:19]/[C:18]3[CH:17]=[C:16]([O:15][CH3:14])[C:23]([O:24][CH3:25])=[C:22]([O:26][CH3:27])[CH:21]=3)/[O:13][C:4]=2[CH:3]=1. (7) Given the reactants Br[C:2]1[CH:7]=[CH:6][C:5]([F:8])=[C:4]([O:9][CH3:10])[CH:3]=1.[C:11]([O:16][CH3:17])(=[O:15])[C:12]([CH3:14])=[CH2:13].N(CCCC)(CCCC)CCCC, predict the reaction product. The product is: [F:8][C:5]1[CH:6]=[CH:7][C:2]([CH:13]=[C:12]([CH3:14])[C:11]([O:16][CH3:17])=[O:15])=[CH:3][C:4]=1[O:9][CH3:10]. (8) Given the reactants [F:1][C:2]1[CH:7]=[CH:6][C:5]([C:8]2[C:12]([C:13]([O:15][CH2:16][CH3:17])=[O:14])=[CH:11][NH:10][N:9]=2)=[CH:4][CH:3]=1.[H-].[Na+].[CH3:20]I, predict the reaction product. The product is: [F:1][C:2]1[CH:3]=[CH:4][C:5]([C:8]2[N:9]([CH3:20])[N:10]=[CH:11][C:12]=2[C:13]([O:15][CH2:16][CH3:17])=[O:14])=[CH:6][CH:7]=1. (9) Given the reactants [C:1]([C:5]1[CH:10]=[CH:9][C:8]([C:11]2[N:12]([C:30](Cl)=[O:31])[C@H:13]([C:23]3[CH:28]=[CH:27][C:26]([Cl:29])=[CH:25][CH:24]=3)[C@H:14]([C:16]3[CH:21]=[CH:20][C:19]([Cl:22])=[CH:18][CH:17]=3)[N:15]=2)=[C:7]([O:33][CH2:34][CH3:35])[CH:6]=1)([CH3:4])([CH3:3])[CH3:2].[NH:36]1[CH2:41][CH2:40][NH:39][CH2:38][CH2:37]1, predict the reaction product. The product is: [ClH:22].[C:1]([C:5]1[CH:10]=[CH:9][C:8]([C:11]2[N:12]([C:30]([N:36]3[CH2:41][CH2:40][NH:39][CH2:38][CH2:37]3)=[O:31])[C@H:13]([C:23]3[CH:24]=[CH:25][C:26]([Cl:29])=[CH:27][CH:28]=3)[C@H:14]([C:16]3[CH:17]=[CH:18][C:19]([Cl:22])=[CH:20][CH:21]=3)[N:15]=2)=[C:7]([O:33][CH2:34][CH3:35])[CH:6]=1)([CH3:4])([CH3:2])[CH3:3].